Task: Predict the reaction yield, written as a fraction of the theoretical maximum amount of product (1.0 means a 100% yield; for example, 0.34 means a 34% yield).. Dataset: Reaction yield outcomes from USPTO patents with 853,638 reactions (1) The reactants are [CH:1]1([C:7]2[C:15]3[C:10](=[CH:11][C:12]([C:16]([O:18][CH3:19])=[O:17])=[CH:13][CH:14]=3)[NH:9][C:8]=2[C:20]2[CH:25]=[CH:24][CH:23]=[C:22]([N+:26]([O-:28])=[O:27])[C:21]=2[O:29][CH2:30][CH2:31][OH:32])[CH2:6][CH2:5][CH2:4][CH2:3][CH2:2]1.C(N(CC)CC)C.[CH3:40][S:41](Cl)(=[O:43])=[O:42].C(=O)([O-])O.[Na+]. The catalyst is C(Cl)(Cl)Cl. The product is [CH:1]1([C:7]2[C:15]3[C:10](=[CH:11][C:12]([C:16]([O:18][CH3:19])=[O:17])=[CH:13][CH:14]=3)[NH:9][C:8]=2[C:20]2[CH:25]=[CH:24][CH:23]=[C:22]([N+:26]([O-:28])=[O:27])[C:21]=2[O:29][CH2:30][CH2:31][O:32][S:41]([CH3:40])(=[O:43])=[O:42])[CH2:6][CH2:5][CH2:4][CH2:3][CH2:2]1. The yield is 0.970. (2) The product is [C:1]([C:5]1[CH:14]=[CH:13][C:12]([NH2:15])=[CH:11][C:6]=1[CH2:7][OH:8])([CH3:4])([CH3:2])[CH3:3]. The reactants are [C:1]([C:5]1[CH:14]=[CH:13][C:12]([NH2:15])=[CH:11][C:6]=1[C:7](OC)=[O:8])([CH3:4])([CH3:3])[CH3:2].[H-].[H-].[H-].[H-].[Li+].[Al+3]. The catalyst is C1COCC1.O. The yield is 0.200. (3) The reactants are [Cl:1][C:2]1[CH:3]=[C:4]([CH:7]=[CH:8][C:9]=1[OH:10])[CH:5]=[O:6].C(=O)([O-])[O-].[K+].[K+].Br[CH2:18][C:19]1[CH:24]=[CH:23][C:22]([C:25]([F:28])([F:27])[F:26])=[CH:21][C:20]=1[C:29]([F:32])([F:31])[F:30].O. The catalyst is CN(C=O)C. The product is [F:30][C:29]([F:31])([F:32])[C:20]1[CH:21]=[C:22]([C:25]([F:28])([F:26])[F:27])[CH:23]=[CH:24][C:19]=1[CH2:18][O:10][C:9]1[CH:8]=[CH:7][C:4]([CH:5]=[O:6])=[CH:3][C:2]=1[Cl:1]. The yield is 0.920. (4) The reactants are [NH2:1][C:2]1[C:3]([N+:12]([O-:14])=[O:13])=[C:4]([CH:8]=[C:9](Cl)[CH:10]=1)[C:5]([O-:7])=[O:6].[NH:15]1[CH2:20][CH2:19][O:18][CH2:17][CH2:16]1.[C:21]([O-])([O-])=O.[K+].[K+]. The catalyst is CN(C=O)C. The product is [NH2:1][C:2]1[C:3]([N+:12]([O-:14])=[O:13])=[C:4]([CH:8]=[C:9]([N:15]2[CH2:20][CH2:19][O:18][CH2:17][CH2:16]2)[CH:10]=1)[C:5]([O:7][CH3:21])=[O:6]. The yield is 0.521. (5) The yield is 0.530. No catalyst specified. The reactants are Cl.[CH3:2][C:3]1([CH3:21])[CH2:7][C:6]2[C:8]([CH3:20])=[C:9]([N:14]3[CH2:19][CH2:18][NH:17][CH2:16][CH2:15]3)[C:10]([CH3:13])=[C:11]([CH3:12])[C:5]=2[O:4]1.Br[C:23]1[CH:28]=[CH:27][C:26]([F:29])=[C:25]([O:30][CH3:31])[CH:24]=1. The product is [F:29][C:26]1[CH:27]=[CH:28][C:23]([N:17]2[CH2:16][CH2:15][N:14]([C:9]3[C:10]([CH3:13])=[C:11]([CH3:12])[C:5]4[O:4][C:3]([CH3:21])([CH3:2])[CH2:7][C:6]=4[C:8]=3[CH3:20])[CH2:19][CH2:18]2)=[CH:24][C:25]=1[O:30][CH3:31]. (6) The reactants are [N:1]1([C:7]2[CH:19]=[C:18]([C:20]([O:22][CH3:23])=[O:21])[C:10]3[NH:11][C:12]([C:14]([F:17])([F:16])[F:15])=[N:13][C:9]=3[CH:8]=2)[CH2:6][CH2:5][O:4][CH2:3][CH2:2]1.C(=O)([O-])[O-].[K+].[K+].Br[CH2:31][C:32]1[CH:37]=[CH:36][CH:35]=[C:34]([Cl:38])[C:33]=1[CH3:39]. The catalyst is CN(C)C=O. The product is [Cl:38][C:34]1[C:33]([CH3:39])=[C:32]([CH2:31][N:13]2[C:9]3[CH:8]=[C:7]([N:1]4[CH2:6][CH2:5][O:4][CH2:3][CH2:2]4)[CH:19]=[C:18]([C:20]([O:22][CH3:23])=[O:21])[C:10]=3[N:11]=[C:12]2[C:14]([F:17])([F:15])[F:16])[CH:37]=[CH:36][CH:35]=1. The yield is 0.950. (7) The reactants are [CH3:1][CH:2]([C:17]1[CH:22]=[CH:21][C:20]([CH2:23][O:24][CH2:25][CH2:26][O:27][CH2:28][CH2:29][O:30][CH2:31][CH2:32][O:33][CH2:34][CH2:35][O:36]C2CCCCO2)=[CH:19][CH:18]=1)[CH2:3][CH2:4][CH2:5][CH2:6][CH2:7][CH2:8][CH2:9][CH2:10][CH2:11][CH2:12][CH2:13][CH2:14][CH2:15][CH3:16].CC1C=CC(S(O)(=O)=O)=CC=1.O. The catalyst is CO. The product is [CH3:1][CH:2]([C:17]1[CH:18]=[CH:19][C:20]([CH2:23][O:24][CH2:25][CH2:26][O:27][CH2:28][CH2:29][O:30][CH2:31][CH2:32][O:33][CH2:34][CH2:35][OH:36])=[CH:21][CH:22]=1)[CH2:3][CH2:4][CH2:5][CH2:6][CH2:7][CH2:8][CH2:9][CH2:10][CH2:11][CH2:12][CH2:13][CH2:14][CH2:15][CH3:16]. The yield is 0.619.